Dataset: Reaction yield outcomes from USPTO patents with 853,638 reactions. Task: Predict the reaction yield, written as a fraction of the theoretical maximum amount of product (1.0 means a 100% yield; for example, 0.34 means a 34% yield). The catalyst is C1COCC1. The product is [NH2:1][C:4]1([CH2:21][OH:22])[C:17]2[CH:16]=[C:15]([Cl:18])[N:14]=[C:13]([F:19])[C:12]=2[O:11][C:10]2[C:5]1=[CH:6][C:7]([Br:20])=[CH:8][CH:9]=2. The yield is 0.930. The reactants are [N:1]([C:4]1([CH2:21][OH:22])[C:17]2[CH:16]=[C:15]([Cl:18])[N:14]=[C:13]([F:19])[C:12]=2[O:11][C:10]2[C:5]1=[CH:6][C:7]([Br:20])=[CH:8][CH:9]=2)=[N+]=[N-].[H-].[H-].[H-].[H-].[Li+].[Al+3].